From a dataset of Full USPTO retrosynthesis dataset with 1.9M reactions from patents (1976-2016). Predict the reactants needed to synthesize the given product. Given the product [CH3:43][C:42]([O:41][C@H:40]([CH3:46])[C@@H:39]([C:47]([O:49][CH3:50])=[O:48])[NH:38][C:36]([C:27]1[C:26]([NH:25][C:61](=[O:62])[CH2:60][C:53]2[C:52]([CH3:51])=[CH:57][C:56]([CH3:58])=[CH:55][C:54]=2[CH3:59])=[CH:35][C:34]2[C:29](=[CH:30][CH:31]=[CH:32][CH:33]=2)[CH:28]=1)=[O:37])([CH3:44])[CH3:45], predict the reactants needed to synthesize it. The reactants are: CN(C(ON1N=NC2C=CC=NC1=2)=[N+](C)C)C.F[P-](F)(F)(F)(F)F.[NH2:25][C:26]1[C:27]([C:36]([NH:38][C@H:39]([C:47]([O:49][CH3:50])=[O:48])[C@@H:40]([CH3:46])[O:41][C:42]([CH3:45])([CH3:44])[CH3:43])=[O:37])=[CH:28][C:29]2[C:34]([CH:35]=1)=[CH:33][CH:32]=[CH:31][CH:30]=2.[CH3:51][C:52]1[CH:57]=[C:56]([CH3:58])[CH:55]=[C:54]([CH3:59])[C:53]=1[CH2:60][C:61](O)=[O:62].C(N(C(C)C)CC)(C)C.